Dataset: Drug-target binding data from BindingDB using IC50 measurements. Task: Regression. Given a target protein amino acid sequence and a drug SMILES string, predict the binding affinity score between them. We predict pIC50 (pIC50 = -log10(IC50 in M); higher means more potent). Dataset: bindingdb_ic50. (1) The compound is CN1C(=O)/C(=C/c2ccc(N(C)C)cc2)S/C1=N\c1cccc(C(=O)O)c1. The target protein (P9WP55) has sequence MSIAEDITQLIGRTPLVRLRRVTDGAVADIVAKLEFFNPANSVKDRIGVAMLQAAEQAGLIKPDTIILEPTSGNTGIALAMVCAARGYRCVLTMPETMSLERRMLLRAYGAELILTPGADGMSGAIAKAEELAKTDQRYFVPQQFENPANPAIHRVTTAEEVWRDTDGKVDIVVAGVGTGGTITGVAQVIKERKPSARFVAVEPAASPVLSGGQKGPHPIQGIGAGFVPPVLDQDLVDEIITVGNEDALNVARRLAREEGLLVGISSGAATVAALQVARRPENAGKLIVVVLPDFGERYLSTPLFADVAD. The pIC50 is 7.4. (2) The small molecule is CNC(=O)c1ccc(/C=C/C(=O)NCC(=O)N(C)c2ccc(Cl)c(COc3cccc4c(-n5ccnc5)cc(C)nc34)c2Cl)cc1. The target protein (P30411) has sequence MFSPWKISMFLSVREDSVPTTASFSADMLNVTLQGPTLNGTFAQSKCPQVEWLGWLNTIQPPFLWVLFVLATLENIFVLSVFCLHKSSCTVAEIYLGNLAAADLILACGLPFWAITISNNFDWLFGETLCRVVNAIISMNLYSSICFLMLVSIDRYLALVKTMSMGRMRGVRWAKLYSLVIWGCTLLLSSPMLVFRTMKEYSDEGHNVTACVISYPSLIWEVFTNMLLNVVGFLLPLSVITFCTMQIMQVLRNNEMQKFKEIQTERRATVLVLVVLLLFIICWLPFQISTFLDTLHRLGILSSCQDERIIDVITQIASFMAYSNSCLNPLVYVIVGKRFRKKSWEVYQGVCQKGGCRSEPIQMENSMGTLRTSISVERQIHKLQDWAGSRQ. The pIC50 is 9.4.